From a dataset of Catalyst prediction with 721,799 reactions and 888 catalyst types from USPTO. Predict which catalyst facilitates the given reaction. (1) Reactant: Br[C:2]1[C:3]2[CH:10]=[CH:9][NH:8][C:4]=2[N:5]=[N:6][CH:7]=1.O.C([Si](C(C)C)(C(C)C)[N:16]1[CH:20]=[CH:19][C:18](B(O)O)=[CH:17]1)(C)C.C([O-])(O)=O.[Na+]. Product: [NH:16]1[CH:20]=[CH:19][C:18]([C:2]2[C:3]3[CH:10]=[CH:9][NH:8][C:4]=3[N:5]=[N:6][CH:7]=2)=[CH:17]1. The catalyst class is: 57. (2) Reactant: Cl[C:2]1[C:3]2[C:4](=[CH:13][N:14](CC3C=CC(OC)=CC=3)[N:15]=2)[N:5]=[C:6]([C:8]2[S:9][CH:10]=[CH:11][CH:12]=2)[N:7]=1.[CH3:25][C:26]1[NH:30][C:29]2[CH:31]=[CH:32][C:33]([NH2:35])=[CH:34][C:28]=2[N:27]=1.Cl. Product: [CH3:25][C:26]1[NH:30][C:29]2[CH:31]=[CH:32][C:33]([NH:35][C:2]3[C:3]4[NH:15][N:14]=[CH:13][C:4]=4[N:5]=[C:6]([C:8]4[S:9][CH:10]=[CH:11][CH:12]=4)[N:7]=3)=[CH:34][C:28]=2[N:27]=1. The catalyst class is: 71. (3) Reactant: [C:1](Cl)(=[O:3])[CH3:2].[Br:5][C:6]1[CH:7]=[C:8]2[C:13](=[CH:14][CH:15]=1)[NH:12][C@@H:11]([CH3:16])[CH2:10][C@H:9]2[NH:17][CH:18]=[O:19].Cl. Product: [C:1]([N:12]1[C:13]2[C:8](=[CH:7][C:6]([Br:5])=[CH:15][CH:14]=2)[C@H:9]([NH:17][CH:18]=[O:19])[CH2:10][C@@H:11]1[CH3:16])(=[O:3])[CH3:2]. The catalyst class is: 202. (4) Reactant: [NH2:1][C:2]1[S:3][CH:4]=[CH:5][N:6]=1.N1C=CC=CC=1.[N+:13]([C:16]1[CH:24]=[CH:23][C:19]([C:20](Cl)=[O:21])=[CH:18][CH:17]=1)([O-:15])=[O:14]. Product: [N+:13]([C:16]1[CH:17]=[CH:18][C:19]([C:20]([NH:1][C:2]2[S:3][CH:4]=[CH:5][N:6]=2)=[O:21])=[CH:23][CH:24]=1)([O-:15])=[O:14]. The catalyst class is: 26.